From a dataset of Experimentally validated miRNA-target interactions with 360,000+ pairs, plus equal number of negative samples. Binary Classification. Given a miRNA mature sequence and a target amino acid sequence, predict their likelihood of interaction. (1) The miRNA is hsa-miR-4310 with sequence GCAGCAUUCAUGUCCC. The protein sequence of the target gene is MGEPGFFVTGDRAGGRSWCLRRVGMSAGWLLLEDGCEVTVGRGFGVTYQLVSKICPLMISRNHCVLKQNPEGQWTIMDNKSLNGVWLNRARLEPLRVYSIHQGDYIQLGVPLENKENAEYEYEVTEEDWETIYPCLSPKNDQMIEKNKELRTKRKFSLDELAGPGAEGPSNLKSKINKVSCESGQPVKSQGKGEVASTPSDNLDPKLTALEPSKTTGAPIYPGFPKVTEVHHEQKASNSSASQRSLQMFKVTMSRILRLKIQMQEKHEAVMNVKKQTQKGNSKKVVQMEQELQDLQSQLC.... Result: 1 (interaction). (2) Result: 1 (interaction). The protein sequence of the target gene is MAELDIGQHCQVEHCRQRDFLPFVCDDCSGIFCLEHRSRESHGCPEVTVINERLKTDQHTSYPCSFKDCAERELVAVICPYCEKNFCLRHRHQSDHECEKLEIPKPRMAATQKLVKDIIDSKTGETASKRWKGAKNSETAAKVALMKLKMHADGDKSLPQTERIYFQVFLPKGSKEKSKPMFFCHRWSIGKAIDFAASLARLKNDNNKFTAKKLRLCHITSGEALPLDHTLETWIAKEDCPLYNGGNIILEYLNDEEQFCKNVESYLE. The miRNA is hsa-miR-19a-5p with sequence AGUUUUGCAUAGUUGCACUACA. (3) The miRNA is hsa-miR-3529-5p with sequence AGGUAGACUGGGAUUUGUUGUU. The protein sequence of the target gene is MAVVATLRLSAQGTVTFEDVAVKFTQEEWNLLSEAQRCLYRDVTLENLALMSSLGCWCGVEDEAAPSKQSIYIQRETQVRTPVTGVSPKKAHPCEMCGPILGDILHVADHQGTHHKQKLHRCEAWGNKLYDSGNFHQHQNEHIGEKPYRGSVEEALFVKRCKLHVSGESSVFSESGKDFLPRSGLLQQEASHTGEKSNSKTECVSPFQCGGAHYSHGDSMKHFSTKHILSQHQRLLPREECYVCCECGKSFSKYVSFSNHQRVHSGKRPYECGECEKSFSQKSSLIQHQQFHTGGKPYGC.... Result: 0 (no interaction). (4) The miRNA is hsa-miR-764 with sequence GCAGGUGCUCACUUGUCCUCCU. The protein sequence of the target gene is MSTKPDMIQKCLWLEILMGIFIAGTLSLDCNLLNVHLRRVTWQNLRHLSSMSNSFPVECLRENIAFELPQEFLQYTQPMKRDIKKAFYEMSLQAFNIFSQHTFKYWKERHLKQIQIGLDQQAEYLNQCLEEDKNENEDMKEMKENEMKPSEARVPQLSSLELRRYFHRIDNFLKEKKYSDCAWEIVRVEIRRCLYYFYKFTALFRRK. Result: 0 (no interaction). (5) The miRNA is hsa-miR-1261 with sequence AUGGAUAAGGCUUUGGCUU. The protein sequence of the target gene is MPLFLILCLLQGSSFALPQKRPHPRWLWEGSLPSRTHLRAMGTLRPSSPLCWREESSFAAPNSLKGSRLVSGEPGGAVTIQCHYAPSSVNRHQRKYWCRLGPPRWICQTIVSTNQYTHHRYRDRVALTDFPQRGLFVVRLSQLSPDDIGCYLCGIGSENNMLFLSMNLTISAGPASTLPTATPAAGELTMRSYGTASPVANRWTPGTTQTLGQGTAWDTVASTPGTSKTTASAEGRRTPGATRPAAPGTGSWAEGSVKAPAPIPESPPSKSRSMSNTTEGVWEGTRSSVTNRARASKDRR.... Result: 1 (interaction). (6) The miRNA is mmu-miR-679-3p with sequence AGCAAGGUCCUCCUCACAGUAG. The protein sequence of the target gene is MDRRNDYGYRVPLFQGPLPPPGSLGLPFPPDIQTETTEEDSVLLMHTLLAATKDSLAMDPPVVNRPKKSKTKKAPIKTITKAAPAAPPVPAANEIATNKPKITWQALNLPVITQISQALPTTEVTNTQASSVTAQPKKANKMKRVTAKAAQGSQSPTGHEGGTIQLKSPLQVLKLPVISQNIHAPIANESASSQALITSIKPKKASKAKKAANKAIASATEVSLAATATHTATTQGQITNETASIHTTAASIRTKKASKARKTIAKVINTDTEHIEALNVTDAATRQIEASVVAIRPKKS.... Result: 0 (no interaction). (7) The miRNA is hsa-miR-381-5p with sequence AGCGAGGUUGCCCUUUGUAUAU. The protein sequence of the target gene is MGRVIRGQRKGAGSVFRAHVKHRKGAARLRAVDFAERHGYIKGIVKDIIHDPGRGAPLAKVVFRDPYRFKKRTELFIAAEGIHTGQFVYCGKKAQLNIGNVLPVGTMPEGTIVCCLEEKPGDRGKLARASGNYATVISHNPETKKTRVKLPSGSKKVISSANRAVVGVVAGGGRIDKPILKAGRAYHKYKAKRNCWPRVRGVAMNPVEHPFGGGNHQHIGKPSTIRRDAPAGRKVGLIAARRTGRLRGTKTVQEKEN. Result: 0 (no interaction). (8) The miRNA is hsa-miR-1470 with sequence GCCCUCCGCCCGUGCACCCCG. The protein sequence of the target gene is MELQSRPEALAVELARHQNGDLKKQLHERQPRIAALSDKQALGTITAVPVTGPQVSSLQRLAGQGAAVLPQVRPKTLIPDSLPVAPGRDRPPKQPPTFQKATVVSVKNPSPALPTANNTVSHVPAPGSQPQALAEPAALASPLSSAGVAYAIISTSPSNAAAMAPSTAVSVVSDSIKVQPLLISADNKPPPRLLSSPHPATHHCPLHPSSLPLTPPSPSLSPSPLHGIFQVIIIQPQVQTQPESTAESRPPTEEPSQGAQATKKKKEDRPPTQENPEKIAFMVALGLVTTEHLEEIQSKR.... Result: 1 (interaction). (9) The miRNA is hsa-miR-7160-3p with sequence CAGGGCCCUGGCUUUAGCAGA. The protein sequence of the target gene is MGSGPRGALSLLLLLLAPPSRPAAGCPAPCSCAGTLVDCGRRGLTWASLPTAFPVDTTELVLTGNNLTALPPGLLDALPALRTAHLGANPWRCDCRLVPLRAWLAGRPERAPYRDLRCVAPPALRGRLLPYLAEDELRAACAPGPLCWGALAAQLALLGLGLLHALLLVLLLCRLRRLRARARARAAARLSLTDPLVAERAGTDES. Result: 0 (no interaction). (10) The miRNA is mmu-miR-30b-3p with sequence CUGGGAUGUGGAUGUUUACGUC. The protein sequence of the target gene is MAARRSQRRRGRRGEPGTALLVPLALGLGLALACLGLLLAVVSLGSRASLSAQEPAQEELVAEEDQDPSELNPQTEESQDPAPFLNRLVRPRRSAPKGRKTRARRAIAAHYEVHPRPGQDGAQAGVDGTVSGWEEARINSSSPLRYNRQIGEFIVTRAGLYYLYCQVHFDEGKAVYLKLDLLVDGVLALRCLEEFSATAASSLGPQLRLCQVSGLLALRPGSSLRIRTLPWAHLKAAPFLTYFGLFQVH. Result: 0 (no interaction).